This data is from Forward reaction prediction with 1.9M reactions from USPTO patents (1976-2016). The task is: Predict the product of the given reaction. (1) Given the reactants C1C=C(Cl)C=C(C(OO)=O)C=1.[C:12]([O:16][C:17](=[O:46])[NH:18][CH2:19][CH2:20][CH2:21][CH2:22][N:23]1[C:35]2[C:34]3[CH:33]=[CH:32][C:31]([O:36][CH2:37][C:38]4[CH:43]=[CH:42][CH:41]=[CH:40][CH:39]=4)=[CH:30][C:29]=3[N:28]=[CH:27][C:26]=2[N:25]=[C:24]1[CH2:44][CH3:45])([CH3:15])([CH3:14])[CH3:13].[OH-].[NH4+:48].C1(C)C=CC(S(Cl)(=O)=O)=CC=1, predict the reaction product. The product is: [C:12]([O:16][C:17](=[O:46])[NH:18][CH2:19][CH2:20][CH2:21][CH2:22][N:23]1[C:35]2[C:34]3[CH:33]=[CH:32][C:31]([O:36][CH2:37][C:38]4[CH:39]=[CH:40][CH:41]=[CH:42][CH:43]=4)=[CH:30][C:29]=3[N:28]=[C:27]([NH2:48])[C:26]=2[N:25]=[C:24]1[CH2:44][CH3:45])([CH3:15])([CH3:14])[CH3:13]. (2) Given the reactants [OH:1][C:2]1[C:7]([C:8]([O:10][CH2:11][CH3:12])=[O:9])=[CH:6][N:5]=[C:4]2[S:13][C:14]([CH2:17][N:18]3[CH2:23][CH2:22][O:21][CH2:20][CH2:19]3)=[C:15]([CH3:16])[C:3]=12.[C:24](=O)([O-])[O-].[K+].[K+].IC.O, predict the reaction product. The product is: [CH3:16][C:15]1[C:3]2[C:2](=[O:1])[C:7]([C:8]([O:10][CH2:11][CH3:12])=[O:9])=[CH:6][N:5]([CH3:24])[C:4]=2[S:13][C:14]=1[CH2:17][N:18]1[CH2:19][CH2:20][O:21][CH2:22][CH2:23]1. (3) Given the reactants C[O:2][C:3]([C:5]1[C:6]2[N:21]([CH3:22])[CH:20]=[CH:19][C:7]=2[C:8]([NH:11][C:12]2[CH:17]=[CH:16][CH:15]=[C:14]([Cl:18])[CH:13]=2)=[N:9][CH:10]=1)=[O:4].[OH-].[Na+], predict the reaction product. The product is: [Cl:18][C:14]1[CH:13]=[C:12]([NH:11][C:8]2[C:7]3[CH:19]=[CH:20][N:21]([CH3:22])[C:6]=3[C:5]([C:3]([OH:4])=[O:2])=[CH:10][N:9]=2)[CH:17]=[CH:16][CH:15]=1. (4) Given the reactants [CH2:1]([C:3]1[S:7][C:6]([C:8](=[O:14])[CH2:9][CH2:10][C:11]([OH:13])=O)=[CH:5][CH:4]=1)[CH3:2].[CH2:15]([C:22]1[S:26][C:25]([NH2:27])=[N:24][C:23]=1[C:28]1[CH:33]=[CH:32][CH:31]=[CH:30][CH:29]=1)[C:16]1[CH:21]=[CH:20][CH:19]=[CH:18][CH:17]=1.CCN=C=NCCCN(C)C.C1C=CC2N(O)N=NC=2C=1, predict the reaction product. The product is: [CH2:15]([C:22]1[S:26][C:25]([NH:27][C:11](=[O:13])[CH2:10][CH2:9][C:8]([C:6]2[S:7][C:3]([CH2:1][CH3:2])=[CH:4][CH:5]=2)=[O:14])=[N:24][C:23]=1[C:28]1[CH:33]=[CH:32][CH:31]=[CH:30][CH:29]=1)[C:16]1[CH:17]=[CH:18][CH:19]=[CH:20][CH:21]=1. (5) Given the reactants [F:1][C:2]1[CH:3]=[C:4]([CH2:26][CH:27]=O)[CH:5]=[CH:6][C:7]=1[C:8]1[S:9][C:10]2[C:15]([N:16]=1)=[CH:14][CH:13]=[C:12]([C:17]1([C:20]3[CH:25]=[CH:24][CH:23]=[CH:22][CH:21]=3)[CH2:19][CH2:18]1)[N:11]=2.[CH2:29]([NH2:36])[C:30]1[CH:35]=[CH:34][CH:33]=[CH:32][CH:31]=1.CC1C=CC(S(O)(=O)=O)=CC=1.C([BH3-])#N.[Na+], predict the reaction product. The product is: [CH2:29]([NH:36][CH2:27][CH2:26][C:4]1[CH:5]=[CH:6][C:7]([C:8]2[S:9][C:10]3[C:15]([N:16]=2)=[CH:14][CH:13]=[C:12]([C:17]2([C:20]4[CH:25]=[CH:24][CH:23]=[CH:22][CH:21]=4)[CH2:19][CH2:18]2)[N:11]=3)=[C:2]([F:1])[CH:3]=1)[C:30]1[CH:35]=[CH:34][CH:33]=[CH:32][CH:31]=1. (6) Given the reactants [Cl:1][C:2]1[CH:3]=[C:4]2[C:8](=[CH:9][CH:10]=1)[NH:7][CH:6]=[C:5]2[CH2:11][CH2:12][NH:13][C:14](=[O:23])[C:15]1[CH:20]=[CH:19][C:18]([CH2:21]Cl)=[CH:17][CH:16]=1.[NH:24]1[CH2:29][CH2:28][NH:27][CH2:26][CH2:25]1.[I-].[Na+], predict the reaction product. The product is: [Cl:1][C:2]1[CH:3]=[C:4]2[C:8](=[CH:9][CH:10]=1)[NH:7][CH:6]=[C:5]2[CH2:11][CH2:12][NH:13][C:14](=[O:23])[C:15]1[CH:20]=[CH:19][C:18]([CH2:21][N:24]2[CH2:29][CH2:28][NH:27][CH2:26][CH2:25]2)=[CH:17][CH:16]=1.